From a dataset of Peptide-MHC class II binding affinity with 134,281 pairs from IEDB. Regression. Given a peptide amino acid sequence and an MHC pseudo amino acid sequence, predict their binding affinity value. This is MHC class II binding data. (1) The peptide sequence is YNYMEPYVSKNPRQA. The MHC is DRB3_0202 with pseudo-sequence DRB3_0202. The binding affinity (normalized) is 0.114. (2) The peptide sequence is CPKYVKQNTLKLATG. The MHC is DRB4_0101 with pseudo-sequence DRB4_0103. The binding affinity (normalized) is 0.488. (3) The binding affinity (normalized) is 0.394. The MHC is DRB1_0401 with pseudo-sequence DRB1_0401. The peptide sequence is GELQIVDKIDAAFMI. (4) The peptide sequence is QQPPFTEQEQPVLPQ. The MHC is HLA-DQA10501-DQB10201 with pseudo-sequence HLA-DQA10501-DQB10201. The binding affinity (normalized) is 0. (5) The peptide sequence is NPKNFQTMPGTFQTT. The MHC is DRB4_0101 with pseudo-sequence DRB4_0103. The binding affinity (normalized) is 0.377. (6) The peptide sequence is IKYTRPGDSLAEVEL. The MHC is HLA-DPA10103-DPB10301 with pseudo-sequence HLA-DPA10103-DPB10301. The binding affinity (normalized) is 0.455.